From a dataset of Full USPTO retrosynthesis dataset with 1.9M reactions from patents (1976-2016). Predict the reactants needed to synthesize the given product. (1) Given the product [C:1]([O:5][C:6]([N:7]([CH2:11][CH2:12][C:13]1[CH:18]=[CH:17][C:16]([N+:19]([O-:21])=[O:20])=[CH:15][CH:14]=1)[CH2:8][CH2:9][NH:24][CH2:25][C:26]([O:28][CH2:29][CH3:30])=[O:27])=[O:22])([CH3:4])([CH3:3])[CH3:2], predict the reactants needed to synthesize it. The reactants are: [C:1]([O:5][C:6](=[O:22])[N:7]([CH2:11][CH2:12][C:13]1[CH:18]=[CH:17][C:16]([N+:19]([O-:21])=[O:20])=[CH:15][CH:14]=1)[CH2:8][CH:9]=O)([CH3:4])([CH3:3])[CH3:2].Cl.[NH2:24][CH2:25][C:26]([O:28][CH2:29][CH3:30])=[O:27].C([BH3-])#N.[Na+]. (2) Given the product [Cl:1][C:2]1[CH:7]=[CH:6][C:5]([C:8]2([C:9]#[N:10])[CH2:16][CH:15]([OH:17])[CH2:13]2)=[CH:4][CH:3]=1, predict the reactants needed to synthesize it. The reactants are: [Cl:1][C:2]1[CH:7]=[CH:6][C:5]([CH2:8][C:9]#[N:10])=[CH:4][CH:3]=1.C[Li].[CH2:13]([CH:15]1[O:17][CH2:16]1)Br.C[Mg]I. (3) Given the product [Cl:1][C:2]1[CH:7]=[CH:6][C:5]([C@@H:8]2[C@H:13]([OH:14])[C@@H:12]([OH:15])[C@H:11]([OH:16])[C@@H:10]([CH2:17][OH:18])[O:9]2)=[CH:4][C:3]=1[CH2:19][C:20]1[CH:21]=[CH:22][C:23]([O:26][CH2:38][C:39]#[C:40][CH:41]2[CH2:43][CH2:42]2)=[CH:24][CH:25]=1, predict the reactants needed to synthesize it. The reactants are: [Cl:1][C:2]1[CH:7]=[CH:6][C:5]([C@@H:8]2[C@H:13]([OH:14])[C@@H:12]([OH:15])[C@H:11]([OH:16])[C@@H:10]([CH2:17][OH:18])[O:9]2)=[CH:4][C:3]=1[CH2:19][C:20]1[CH:25]=[CH:24][C:23]([OH:26])=[CH:22][CH:21]=1.CC1C=CC(S(O[CH2:38][C:39]#[C:40][CH:41]2[CH2:43][CH2:42]2)(=O)=O)=CC=1.C([O-])([O-])=O.[Cs+].[Cs+]. (4) Given the product [CH:31]([C:34]1[N:35]([C:2]2[N:10]=[C:9]3[C:5]([N:6]=[C:7]([CH2:12][N:13]4[CH2:14][CH:15]([N:17]5[CH2:18][CH2:19][S:20](=[O:23])(=[O:24])[CH2:21][CH2:22]5)[CH2:16]4)[N:8]3[CH3:11])=[C:4]([N:25]3[CH2:26][CH2:27][O:28][CH2:29][CH2:30]3)[N:3]=2)[C:36]2[CH:42]=[CH:41][CH:40]=[CH:39][C:37]=2[N:38]=1)([CH3:33])[CH3:32], predict the reactants needed to synthesize it. The reactants are: Cl[C:2]1[N:10]=[C:9]2[C:5]([N:6]=[C:7]([CH2:12][N:13]3[CH2:16][CH:15]([N:17]4[CH2:22][CH2:21][S:20](=[O:24])(=[O:23])[CH2:19][CH2:18]4)[CH2:14]3)[N:8]2[CH3:11])=[C:4]([N:25]2[CH2:30][CH2:29][O:28][CH2:27][CH2:26]2)[N:3]=1.[CH:31]([C:34]1[NH:38][C:37]2[CH:39]=[CH:40][CH:41]=[CH:42][C:36]=2[N:35]=1)([CH3:33])[CH3:32].CC(C1C=C(C(C)C)C(C2C=CC=CC=2P(C2CCCCC2)C2CCCCC2)=C(C(C)C)C=1)C.C([O-])([O-])=O.[Cs+].[Cs+]. (5) Given the product [OH:12][C:10]([C:8]1[NH:7][C:6]2[CH:40]=[CH:41][C:3]([C:1]#[N:2])=[CH:4][C:5]=2[N:9]=1)([C:13]1[C:21]([O:22][CH3:23])=[CH:20][C:19]([CH3:24])=[C:18]2[C:14]=1[CH:15]=[CH:16][NH:17]2)[CH3:11], predict the reactants needed to synthesize it. The reactants are: [C:1]([C:3]1[CH:41]=[CH:40][C:6]2[N:7](COCC[Si](C)(C)C)[C:8]([C:10]([C:13]3[C:21]([O:22][CH3:23])=[CH:20][C:19]([CH3:24])=[C:18]4[C:14]=3[CH:15]=[CH:16][N:17]4C(OC(C)(C)C)=O)([OH:12])[CH3:11])=[N:9][C:5]=2[CH:4]=1)#[N:2].C(C1C=CC2N=C(C(C3C(OC)=CC(C)=C4C=3C=CN4C(OC(C)(C)C)=O)(O)C)N(COCC[Si](C)(C)C)C=2C=1)#N. (6) The reactants are: Cl.[CH3:2][NH:3][O:4][CH3:5].F[P-](F)(F)(F)(F)F.C[N+](C)=C(N(C)C)ON1C2N=CC=CC=2N=N1.C(N(CC)C(C)C)(C)C.[Br:39][C:40]1[CH:41]=[CH:42][C:43]([C:46]([OH:48])=O)=[N:44][CH:45]=1. Given the product [Br:39][C:40]1[CH:41]=[CH:42][C:43]([C:46]([N:3]([O:4][CH3:5])[CH3:2])=[O:48])=[N:44][CH:45]=1, predict the reactants needed to synthesize it.